This data is from Full USPTO retrosynthesis dataset with 1.9M reactions from patents (1976-2016). The task is: Predict the reactants needed to synthesize the given product. (1) Given the product [C:21]([NH:25][S:26]([C:29]1[CH:34]=[CH:33][C:32]([C:18]2[N:17]=[CH:16][N:15]([C:10]3[N:11]=[C:12]([CH3:14])[CH:13]=[C:8]([C:5]4[CH:6]=[CH:7][C:2]([Cl:1])=[CH:3][CH:4]=4)[N:9]=3)[CH:19]=2)=[CH:31][CH:30]=1)(=[O:28])=[O:27])([CH3:24])([CH3:22])[CH3:23], predict the reactants needed to synthesize it. The reactants are: [Cl:1][C:2]1[CH:7]=[CH:6][C:5]([C:8]2[CH:13]=[C:12]([CH3:14])[N:11]=[C:10]([N:15]3[CH:19]=[C:18](I)[N:17]=[CH:16]3)[N:9]=2)=[CH:4][CH:3]=1.[C:21]([NH:25][S:26]([C:29]1[CH:34]=[CH:33][C:32](B(O)O)=[CH:31][CH:30]=1)(=[O:28])=[O:27])([CH3:24])([CH3:23])[CH3:22]. (2) Given the product [CH:22]1([NH:21][C:16]2[CH:15]=[C:14]([C:6]3[CH:5]=[C:4]4[C:9](=[CH:8][CH:7]=3)[NH:1][CH:2]=[CH:3]4)[N:19]=[C:18]([NH2:20])[N:17]=2)[CH2:24][CH2:23]1, predict the reactants needed to synthesize it. The reactants are: [NH:1]1[C:9]2[C:4](=[CH:5][C:6](B(O)O)=[CH:7][CH:8]=2)[CH:3]=[CH:2]1.Cl[C:14]1[N:19]=[C:18]([NH2:20])[N:17]=[C:16]([NH:21][CH:22]2[CH2:24][CH2:23]2)[CH:15]=1. (3) Given the product [F:34][C:29]1[CH:28]=[C:27]([CH:32]=[CH:31][C:30]=1[F:33])[CH2:26][O:25][CH2:24][CH2:23][CH2:22][CH2:21][CH2:20][CH2:19][CH2:18][C:17]([NH:16][C@@H:11]([CH2:12][N:13]([CH3:15])[CH3:14])[CH2:10][C:9]([OH:36])=[O:8])=[O:35], predict the reactants needed to synthesize it. The reactants are: C([O:8][C:9](=[O:36])[CH2:10][C@@H:11]([NH:16][C:17](=[O:35])[CH2:18][CH2:19][CH2:20][CH2:21][CH2:22][CH2:23][CH2:24][O:25][CH2:26][C:27]1[CH:32]=[CH:31][C:30]([F:33])=[C:29]([F:34])[CH:28]=1)[CH2:12][N:13]([CH3:15])[CH3:14])C1C=CC=CC=1. (4) Given the product [CH3:7][N:8]([CH3:13])[CH2:9][CH2:10][N:11]([CH3:12])[C:15]1[CH:20]=[CH:19][C:18]([N+:21]([O-:23])=[O:22])=[CH:17][N:16]=1, predict the reactants needed to synthesize it. The reactants are: C(=O)([O-])[O-].[K+].[K+].[CH3:7][N:8]([CH3:13])[CH2:9][CH2:10][NH:11][CH3:12].Br[C:15]1[CH:20]=[CH:19][C:18]([N+:21]([O-:23])=[O:22])=[CH:17][N:16]=1. (5) Given the product [O:8]=[C:7]1[C:9](=[O:10])[C:11]2[C:16](=[CH:15][CH:14]=[C:13]([S:17]([Cl:3])(=[O:20])=[O:18])[CH:12]=2)[NH:6]1, predict the reactants needed to synthesize it. The reactants are: P(Cl)(Cl)([Cl:3])=O.[NH:6]1[C:16]2[C:11](=[CH:12][C:13]([S:17]([OH:20])(=O)=[O:18])=[CH:14][CH:15]=2)[C:9](=[O:10])[C:7]1=[O:8].[Na]. (6) Given the product [C:1]([O:5][C:6]([N:8]1[CH2:11][CH:10]([N:14]2[CH2:17][CH:16]([OH:18])[CH2:15]2)[CH2:9]1)=[O:7])([CH3:4])([CH3:3])[CH3:2], predict the reactants needed to synthesize it. The reactants are: [C:1]([O:5][C:6]([N:8]1[CH2:11][C:10](=O)[CH2:9]1)=[O:7])([CH3:4])([CH3:3])[CH3:2].Cl.[NH:14]1[CH2:17][CH:16]([OH:18])[CH2:15]1.C(O[BH-](OC(=O)C)OC(=O)C)(=O)C.[Na+].